From a dataset of NCI-60 drug combinations with 297,098 pairs across 59 cell lines. Regression. Given two drug SMILES strings and cell line genomic features, predict the synergy score measuring deviation from expected non-interaction effect. (1) Drug 1: C1CC(C1)(C(=O)O)C(=O)O.[NH2-].[NH2-].[Pt+2]. Drug 2: CCC1(C2=C(COC1=O)C(=O)N3CC4=CC5=C(C=CC(=C5CN(C)C)O)N=C4C3=C2)O.Cl. Cell line: PC-3. Synergy scores: CSS=25.6, Synergy_ZIP=-7.69, Synergy_Bliss=-5.26, Synergy_Loewe=1.23, Synergy_HSA=1.91. (2) Drug 1: CCC1=CC2CC(C3=C(CN(C2)C1)C4=CC=CC=C4N3)(C5=C(C=C6C(=C5)C78CCN9C7C(C=CC9)(C(C(C8N6C)(C(=O)OC)O)OC(=O)C)CC)OC)C(=O)OC.C(C(C(=O)O)O)(C(=O)O)O. Drug 2: C1CN(P(=O)(OC1)NCCCl)CCCl. Cell line: KM12. Synergy scores: CSS=42.5, Synergy_ZIP=-2.35, Synergy_Bliss=-4.29, Synergy_Loewe=-67.8, Synergy_HSA=-4.62. (3) Drug 1: CN1CCC(CC1)COC2=C(C=C3C(=C2)N=CN=C3NC4=C(C=C(C=C4)Br)F)OC. Drug 2: CCN(CC)CCNC(=O)C1=C(NC(=C1C)C=C2C3=C(C=CC(=C3)F)NC2=O)C. Cell line: RXF 393. Synergy scores: CSS=6.29, Synergy_ZIP=-1.65, Synergy_Bliss=0.0103, Synergy_Loewe=-4.59, Synergy_HSA=-1.13. (4) Drug 1: C(CC(=O)O)C(=O)CN.Cl. Drug 2: CC12CCC3C(C1CCC2OP(=O)(O)O)CCC4=C3C=CC(=C4)OC(=O)N(CCCl)CCCl.[Na+]. Cell line: OVCAR-8. Synergy scores: CSS=6.81, Synergy_ZIP=-3.01, Synergy_Bliss=-3.56, Synergy_Loewe=-2.94, Synergy_HSA=-3.49. (5) Cell line: OVCAR-4. Drug 2: CN(CC1=CN=C2C(=N1)C(=NC(=N2)N)N)C3=CC=C(C=C3)C(=O)NC(CCC(=O)O)C(=O)O. Drug 1: CC1=C2C(C(=O)C3(C(CC4C(C3C(C(C2(C)C)(CC1OC(=O)C(C(C5=CC=CC=C5)NC(=O)OC(C)(C)C)O)O)OC(=O)C6=CC=CC=C6)(CO4)OC(=O)C)OC)C)OC. Synergy scores: CSS=35.0, Synergy_ZIP=-10.2, Synergy_Bliss=-12.6, Synergy_Loewe=-7.49, Synergy_HSA=-5.67. (6) Drug 1: CC1C(C(CC(O1)OC2CC(CC3=C2C(=C4C(=C3O)C(=O)C5=C(C4=O)C(=CC=C5)OC)O)(C(=O)C)O)N)O.Cl. Drug 2: CC12CCC3C(C1CCC2O)C(CC4=C3C=CC(=C4)O)CCCCCCCCCS(=O)CCCC(C(F)(F)F)(F)F. Cell line: SK-OV-3. Synergy scores: CSS=2.49, Synergy_ZIP=-4.56, Synergy_Bliss=-8.62, Synergy_Loewe=-7.76, Synergy_HSA=-7.72. (7) Drug 1: CC1=CC2C(CCC3(C2CCC3(C(=O)C)OC(=O)C)C)C4(C1=CC(=O)CC4)C. Drug 2: C1=C(C(=O)NC(=O)N1)N(CCCl)CCCl. Cell line: NCI-H460. Synergy scores: CSS=17.4, Synergy_ZIP=-1.25, Synergy_Bliss=-1.90, Synergy_Loewe=-23.4, Synergy_HSA=-2.28. (8) Drug 1: C1CC(=O)NC(=O)C1N2CC3=C(C2=O)C=CC=C3N. Drug 2: CC1=C(C(=CC=C1)Cl)NC(=O)C2=CN=C(S2)NC3=CC(=NC(=N3)C)N4CCN(CC4)CCO. Cell line: KM12. Synergy scores: CSS=0.673, Synergy_ZIP=-1.72, Synergy_Bliss=-5.13, Synergy_Loewe=-0.421, Synergy_HSA=-5.93. (9) Drug 1: CN(CCCl)CCCl.Cl. Drug 2: C(CN)CNCCSP(=O)(O)O. Cell line: 786-0. Synergy scores: CSS=23.4, Synergy_ZIP=-9.01, Synergy_Bliss=-4.28, Synergy_Loewe=-27.1, Synergy_HSA=-4.85.